The task is: Predict the reactants needed to synthesize the given product.. This data is from Full USPTO retrosynthesis dataset with 1.9M reactions from patents (1976-2016). Given the product [CH2:1]([O:3][C:4]([C:6]1[N:14]([CH2:33][CH2:34][O:35][CH3:36])[C:13]2[CH:12]=[CH:11][N:10]=[CH:9][C:8]=2[C:7]=1[NH:15][C:16]1[CH:21]=[CH:20][C:19]([I:22])=[CH:18][C:17]=1[F:23])=[O:5])[CH3:2], predict the reactants needed to synthesize it. The reactants are: [CH2:1]([O:3][C:4]([C:6]1[NH:14][C:13]2[CH:12]=[CH:11][N:10]=[CH:9][C:8]=2[C:7]=1[NH:15][C:16]1[CH:21]=[CH:20][C:19]([I:22])=[CH:18][C:17]=1[F:23])=[O:5])[CH3:2].C(=O)([O-])[O-].[K+].[K+].[I-].[Na+].Br[CH2:33][CH2:34][O:35][CH3:36].